From a dataset of Reaction yield outcomes from USPTO patents with 853,638 reactions. Predict the reaction yield, written as a fraction of the theoretical maximum amount of product (1.0 means a 100% yield; for example, 0.34 means a 34% yield). (1) The reactants are [CH3:1][O:2][C:3]1[CH:4]=[C:5]([CH:9]=[CH:10][CH:11]=1)[CH2:6][CH2:7][OH:8].N1C=CC=CC=1.[Br:18]Br. The catalyst is ClCCl. The product is [Br:18][C:9]1[CH:10]=[CH:11][C:3]([O:2][CH3:1])=[CH:4][C:5]=1[CH2:6][CH2:7][OH:8]. The yield is 0.832. (2) The reactants are [OH:1][C:2]1[CH:11]=[CH:10][C:5]([C:6]([O:8][CH3:9])=[O:7])=[CH:4][C:3]=1[CH3:12].[F:13][CH:14]([F:17])[CH2:15]O.C1(P(C2C=CC=CC=2)C2C=CC=CC=2)C=CC=CC=1.N(C(OCC)=O)=NC(OCC)=O. The catalyst is C1COCC1. The product is [F:13][CH:14]([F:17])[CH2:15][O:1][C:2]1[CH:11]=[CH:10][C:5]([C:6]([O:8][CH3:9])=[O:7])=[CH:4][C:3]=1[CH3:12]. The yield is 0.900. (3) The reactants are [CH3:1][O:2][C:3](=[O:16])[C:4]1[CH:9]=[CH:8][C:7]([NH:10][CH2:11][CH2:12][C:13]#[N:14])=[C:6]([NH2:15])[CH:5]=1.[CH:17](O)=O. No catalyst specified. The product is [CH3:1][O:2][C:3]([C:4]1[CH:9]=[CH:8][C:7]2[N:10]([CH2:11][CH2:12][C:13]#[N:14])[CH:17]=[N:15][C:6]=2[CH:5]=1)=[O:16]. The yield is 0.950. (4) The reactants are [Br:1][CH:2]1[C:7]2([C:10]3[CH:15]=[CH:14][C:13]([Cl:16])=[CH:12][CH:11]=3)[CH2:8][CH2:9][C:4]([CH:17]=[CH:18][O:19][CH3:20])([CH2:5][O:6]2)[CH2:3]1.[Cr](Cl)([O-])(=O)=[O:22].[NH+]1C=CC=CC=1. The catalyst is ClCCl.O1CCCC1. The product is [CH3:20][O:19][C:18](=[O:22])[CH2:17][C:4]12[CH2:9][CH2:8][C:7]([C:10]3[CH:15]=[CH:14][C:13]([Cl:16])=[CH:12][CH:11]=3)([CH:2]([Br:1])[CH2:3]1)[O:6][CH2:5]2. The yield is 0.610. (5) The reactants are [Br:1][C:2]1[CH:3]=[N:4][C:5]2[N:6]([N:8]=[C:9]([C:11]([OH:13])=O)[CH:10]=2)[CH:7]=1.CN(C(ON1N=NC2C=CC=CC1=2)=[N+](C)C)C.[B-](F)(F)(F)F.C(N(CC)CC)C.[CH3:43][CH:44]1[C:49]2[CH:50]=[CH:51][S:52][C:48]=2[CH2:47][CH2:46][NH:45]1. The catalyst is C(#N)C.O. The product is [Br:1][C:2]1[CH:3]=[N:4][C:5]2[N:6]([N:8]=[C:9]([C:11]([N:45]3[CH2:46][CH2:47][C:48]4[S:52][CH:51]=[CH:50][C:49]=4[CH:44]3[CH3:43])=[O:13])[CH:10]=2)[CH:7]=1. The yield is 0.480. (6) The catalyst is CN(C)C=O.C(OCC)(=O)C.O. The yield is 0.728. The reactants are [F:1][C:2]1[CH:15]=[CH:14][C:5]([O:6][C:7]2[S:11][C:10]([CH2:12][NH2:13])=[CH:9][CH:8]=2)=[CH:4][CH:3]=1.[NH2:16][C:17]1[CH:25]=[CH:24][C:20]([C:21](O)=[O:22])=[CH:19][N:18]=1.F[P-](F)(F)(F)(F)F.N1([P+](N(C)C)(N(C)C)N(C)C)C2C=CC=CC=2N=N1.C(N(CC)CC)C. The product is [NH2:16][C:17]1[CH:25]=[CH:24][C:20]([C:21]([NH:13][CH2:12][C:10]2[S:11][C:7]([O:6][C:5]3[CH:14]=[CH:15][C:2]([F:1])=[CH:3][CH:4]=3)=[CH:8][CH:9]=2)=[O:22])=[CH:19][N:18]=1.